From a dataset of Forward reaction prediction with 1.9M reactions from USPTO patents (1976-2016). Predict the product of the given reaction. (1) The product is: [NH2:22][C:23]1[N:27]([C:28]2[CH:29]=[CH:30][C:31]([Cl:34])=[CH:32][CH:33]=2)[N:26]=[CH:25][C:24]=1[C:35]([NH:1][CH2:2][C@@:3]([OH:21])([C:4]([F:6])([F:7])[F:5])[CH2:8][C:9]([C:12]1[C:20]2[O:19][CH2:18][CH2:17][C:16]=2[CH:15]=[CH:14][CH:13]=1)([CH3:11])[CH3:10])=[O:36]. Given the reactants [NH2:1][CH2:2][C@:3]([OH:21])([CH2:8][C:9]([C:12]1[C:20]2[O:19][CH2:18][CH2:17][C:16]=2[CH:15]=[CH:14][CH:13]=1)([CH3:11])[CH3:10])[C:4]([F:7])([F:6])[F:5].[NH2:22][C:23]1[N:27]([C:28]2[CH:33]=[CH:32][C:31]([Cl:34])=[CH:30][CH:29]=2)[N:26]=[CH:25][C:24]=1[C:35](O)=[O:36], predict the reaction product. (2) Given the reactants N1C(N[C@H]([C:13]2[N:14]([C:25]3[CH:30]=[CH:29][CH:28]=[CH:27][CH:26]=3)[C:15](=[O:24])[C:16]3[C:21]([CH:22]=2)=[CH:20][CH:19]=[CH:18][C:17]=3Cl)C)=C2C(NC=N2)=NC=1.[NH:31]1[CH:35]=[C:34](B(O)O)[CH:33]=[N:32]1.C([O-])([O-])=O.[Na+].[Na+].C12(P(C34CC5CC(CC(C5)C3)C4)CCCC)CC3CC(CC(C3)C1)C2, predict the reaction product. The product is: [C:25]1([N:14]2[CH:13]=[CH:22][C:21]3[C:16](=[C:17]([C:33]4[CH:34]=[CH:35][NH:31][N:32]=4)[CH:18]=[CH:19][CH:20]=3)[C:15]2=[O:24])[CH:26]=[CH:27][CH:28]=[CH:29][CH:30]=1. (3) Given the reactants CN(C(O[N:9]1N=N[C:11]2[CH:12]=CC=C[C:10]1=2)=[N+](C)C)C.F[P-](F)(F)(F)(F)F.C1C=CC2N(O)N=NC=2C=1.[Si:35]([O:42][CH2:43][C:44]1[C:45]([N+:53]([O-:55])=[O:54])=[C:46]([CH:50]=[CH:51][CH:52]=1)[C:47]([OH:49])=O)([C:38]([CH3:41])([CH3:40])[CH3:39])([CH3:37])[CH3:36].C(N(CC)C(C)C)(C)C.C(N)C#C, predict the reaction product. The product is: [Si:35]([O:42][CH2:43][C:44]1[C:45]([N+:53]([O-:55])=[O:54])=[C:46]([CH:50]=[CH:51][CH:52]=1)[C:47]([NH:9][CH2:10][C:11]#[CH:12])=[O:49])([C:38]([CH3:39])([CH3:40])[CH3:41])([CH3:37])[CH3:36]. (4) Given the reactants [NH2:1][C:2]1[CH:7]=[CH:6][C:5]([O:8][C:9]([F:12])([F:11])[F:10])=[CH:4][C:3]=1[CH:13]([C:15]1[CH:20]=[CH:19][CH:18]=[C:17]([O:21][CH3:22])[C:16]=1[O:23][CH3:24])[OH:14].[CH3:25][O:26][C:27]1[CH:34]=[C:33]([O:35][CH3:36])[CH:32]=[CH:31][C:28]=1[CH:29]=O.[BH4-].[Na+], predict the reaction product. The product is: [CH3:25][O:26][C:27]1[CH:34]=[C:33]([O:35][CH3:36])[CH:32]=[CH:31][C:28]=1[CH2:29][NH:1][C:2]1[CH:7]=[CH:6][C:5]([O:8][C:9]([F:12])([F:10])[F:11])=[CH:4][C:3]=1[CH:13]([C:15]1[CH:20]=[CH:19][CH:18]=[C:17]([O:21][CH3:22])[C:16]=1[O:23][CH3:24])[OH:14]. (5) Given the reactants [CH:1]1[C:13]2[CH:12]([CH2:14][O:15][C:16]([NH:18][C@H:19]3[CH2:24][CH2:23][CH2:22][CH2:21][C@@H:20]3[C:25](O)=[O:26])=[O:17])[C:11]3[C:6](=[CH:7][CH:8]=[CH:9][CH:10]=3)[C:5]=2[CH:4]=[CH:3][CH:2]=1.CCN(CC)CC.ClC(OC(C)C)=O.[BH4-].[Na+], predict the reaction product. The product is: [CH:1]1[C:13]2[CH:12]([CH2:14][O:15][C:16](=[O:17])[NH:18][C@H:19]3[CH2:24][CH2:23][CH2:22][CH2:21][C@@H:20]3[CH2:25][OH:26])[C:11]3[C:6](=[CH:7][CH:8]=[CH:9][CH:10]=3)[C:5]=2[CH:4]=[CH:3][CH:2]=1.